From a dataset of Catalyst prediction with 721,799 reactions and 888 catalyst types from USPTO. Predict which catalyst facilitates the given reaction. (1) Reactant: [Cl:1][C:2]1[C:3]([O:12][C:13]2[CH:20]=[C:19]([O:21][CH2:22][CH2:23][O:24][CH3:25])[CH:18]=[CH:17][C:14]=2C=O)=[N:4][CH:5]=[C:6]([C:8]([F:11])([F:10])[F:9])[CH:7]=1.[CH2:26]([CH:28]([C:32](O)=O)[C:29]([OH:31])=[O:30])[CH3:27].N1CCCC1.Cl. Product: [Cl:1][C:2]1[C:3]([O:12][C:13]2[CH:20]=[C:19]([O:21][CH2:22][CH2:23][O:24][CH3:25])[CH:18]=[CH:17][C:14]=2/[CH:32]=[C:28](\[CH2:26][CH3:27])/[C:29]([OH:31])=[O:30])=[N:4][CH:5]=[C:6]([C:8]([F:10])([F:9])[F:11])[CH:7]=1. The catalyst class is: 86. (2) Reactant: C[O:2][C:3](=[O:19])[CH2:4][C:5]1[C:9]2[C:10]([C:15]([F:18])([F:17])[F:16])=[CH:11][C:12]([OH:14])=[CH:13][C:8]=2[S:7][CH:6]=1.[CH3:20][C:21]1[C:26]([CH2:27]O)=[CH:25][CH:24]=[C:23]([CH3:29])[N:22]=1.C1CCN(C(N=NC(N2CCCCC2)=O)=O)CC1.C(P(CCCC)CCCC)CCC. Product: [CH3:20][C:21]1[C:26]([CH2:27][O:14][C:12]2[CH:11]=[C:10]([C:15]([F:18])([F:17])[F:16])[C:9]3[C:5]([CH2:4][C:3]([OH:2])=[O:19])=[CH:6][S:7][C:8]=3[CH:13]=2)=[CH:25][CH:24]=[C:23]([CH3:29])[N:22]=1. The catalyst class is: 1. (3) The catalyst class is: 5. Product: [CH3:12][C:11]1[NH:43][C:42]([C:38]2[CH:39]=[CH:40][C:41]3[C:28](=[C:23]4[CH2:22][CH:21]5[NH:20][CH:25]([CH2:26][CH2:27]5)[CH2:24]4)[C:29]4[C:34]([O:35][C:36]=3[CH:37]=2)=[CH:33][CH:32]=[CH:31][CH:30]=4)=[N:15][N:14]=1.[C:18]([OH:8])([C:17]([F:45])([F:44])[F:16])=[O:19]. Reactant: C1(S(O)(=O)=[O:8])C=CC=CC=1.[C:11]([NH:14][NH2:15])(=O)[CH3:12].[F:16][C:17]([F:45])([F:44])[C:18]([N:20]1[CH:25]2[CH2:26][CH2:27][CH:21]1[CH2:22][C:23](=[C:28]1[C:41]3[CH:40]=[CH:39][C:38]([C:42]#[N:43])=[CH:37][C:36]=3[O:35][C:34]3[C:29]1=[CH:30][CH:31]=[CH:32][CH:33]=3)[CH2:24]2)=[O:19].[OH-].[Na+]. (4) Reactant: [C:1]([O:4][C:5]([CH3:28])([CH3:27])[C:6]([NH:8][NH:9][C:10](=[O:26])[C:11]1[CH:16]=[CH:15][N:14]=[C:13]([NH:17][C:18]2[CH:23]=[CH:22][C:21]([S:24][CH3:25])=[CH:20][CH:19]=2)[CH:12]=1)=O)(=[O:3])[CH3:2].C1(C)C=CC(S(Cl)(=O)=O)=CC=1. Product: [C:1]([O:4][C:5]([CH3:28])([C:6]1[O:26][C:10]([C:11]2[CH:16]=[CH:15][N:14]=[C:13]([NH:17][C:18]3[CH:23]=[CH:22][C:21]([S:24][CH3:25])=[CH:20][CH:19]=3)[CH:12]=2)=[N:9][N:8]=1)[CH3:27])(=[O:3])[CH3:2]. The catalyst class is: 17. (5) Reactant: [CH3:1][C:2]([Si:5]([CH3:16])([CH3:15])[O:6][C:7]1[CH:8]=[C:9]([CH2:13][NH2:14])[CH:10]=[CH:11][CH:12]=1)([CH3:4])[CH3:3].[Cl:17][C:18]1[CH:19]=[C:20]([CH:24]=[C:25]([Cl:28])[C:26]=1[OH:27])[C:21](O)=[O:22].CN([P+](ON1N=NC2C=CC=CC1=2)(N(C)C)N(C)C)C.F[P-](F)(F)(F)(F)F.C(N(C(C)C)CC)(C)C. Product: [Cl:17][C:18]1[CH:19]=[C:20]([C:21]([NH:14][CH2:13][C:9]2[CH:10]=[CH:11][CH:12]=[C:7]([O:6][Si:5]([C:2]([CH3:1])([CH3:3])[CH3:4])([CH3:16])[CH3:15])[CH:8]=2)=[O:22])[CH:24]=[C:25]([Cl:28])[C:26]=1[OH:27]. The catalyst class is: 4.